This data is from Reaction yield outcomes from USPTO patents with 853,638 reactions. The task is: Predict the reaction yield, written as a fraction of the theoretical maximum amount of product (1.0 means a 100% yield; for example, 0.34 means a 34% yield). (1) The catalyst is O1CCOCC1.O. The reactants are Cl[C:2]1[N:7]=[C:6]([NH:8][CH2:9][CH2:10][CH3:11])[N:5]=[C:4]([NH:12][CH2:13][CH2:14][CH3:15])[N:3]=1.Cl.[CH:17]([O:20][NH:21][CH3:22])([CH3:19])[CH3:18].[OH-].[Na+]. The yield is 0.950. The product is [CH2:13]([NH:12][C:4]1[N:5]=[C:6]([NH:8][CH2:9][CH2:10][CH3:11])[N:7]=[C:2]([N:21]([CH3:22])[O:20][CH:17]([CH3:19])[CH3:18])[N:3]=1)[CH2:14][CH3:15]. (2) The reactants are [C:1]1([C:7]2[CH:12]=[C:11]([CH:13]3[CH2:18][C:17](=[O:19])[NH:16][C:15](=[O:20])[CH2:14]3)[CH:10]=[CH:9][C:8]=2[NH:21][C:22]([C:24]2[N:25](COCC[Si](C)(C)C)[CH:26]=[C:27]([C:29]#[N:30])[N:28]=2)=[O:23])[CH2:6][CH2:5][CH2:4][CH2:3][CH:2]=1.C(O)(C(F)(F)F)=O. The catalyst is C(Cl)Cl.CCO. The product is [C:1]1([C:7]2[CH:12]=[C:11]([CH:13]3[CH2:14][C:15](=[O:20])[NH:16][C:17](=[O:19])[CH2:18]3)[CH:10]=[CH:9][C:8]=2[NH:21][C:22]([C:24]2[NH:25][CH:26]=[C:27]([C:29]#[N:30])[N:28]=2)=[O:23])[CH2:6][CH2:5][CH2:4][CH2:3][CH:2]=1. The yield is 0.0800.